Predict the product of the given reaction. From a dataset of Forward reaction prediction with 1.9M reactions from USPTO patents (1976-2016). (1) The product is: [OH:13][CH2:12][C:8]1[CH:9]=[C:10]2[C:5](=[CH:6][CH:7]=1)[N:4]=[CH:3][C:2]([C:14]#[N:15])=[CH:11]2. Given the reactants Br[C:2]1[CH:3]=[N:4][C:5]2[C:10]([CH:11]=1)=[CH:9][C:8]([CH2:12][OH:13])=[CH:7][CH:6]=2.[CH3:14][N:15](C=O)C, predict the reaction product. (2) Given the reactants [H-].[Na+].Cl[CH2:4][C:5]([NH:7][CH2:8][C:9]1[C:17]2[NH:16][C:15]3[CH2:18][CH2:19][CH2:20][C:14]=3[C:13]=2[CH:12]=[CH:11][CH:10]=1)=[O:6].O, predict the reaction product. The product is: [CH2:4]1[N:16]2[C:17]3[C:13]([C:14]4[CH2:20][CH2:19][CH2:18][C:15]=42)=[CH:12][CH:11]=[CH:10][C:9]=3[CH2:8][NH:7][C:5]1=[O:6]. (3) Given the reactants [CH3:1][CH2:2][CH2:3][C@H:4]([NH:10][C@H:11]([C:13]([N:15]1[C@H:23]([C:24]([OH:26])=[O:25])[CH2:22][C@H:21]2[C@@H:16]1[CH2:17][CH2:18][CH2:19][CH2:20]2)=[O:14])[CH3:12])[C:5]([O:7][CH2:8][CH3:9])=[O:6].[NH2:27][C@H:28]([C:36]([OH:38])=[O:37])[CH2:29][CH2:30][CH2:31][NH:32][C:33](=[NH:35])[NH2:34], predict the reaction product. The product is: [CH3:1][CH2:2][CH2:3][C@H:4]([NH:10][C@H:11]([C:13]([N:15]1[C@H:23]([C:24]([OH:26])=[O:25])[CH2:22][C@H:21]2[C@@H:16]1[CH2:17][CH2:18][CH2:19][CH2:20]2)=[O:14])[CH3:12])[C:5]([O:7][CH2:8][CH3:9])=[O:6].[NH2:27][C@H:28]([C:36]([OH:38])=[O:37])[CH2:29][CH2:30][CH2:31][NH:32][C:33](=[NH:34])[NH2:35]. (4) Given the reactants [C:1]([O:12][CH3:13])(=[O:11])[C:2]1[CH:10]=[CH:9][C:7]([OH:8])=[C:4]([O:5][CH3:6])[CH:3]=1.C([O-])([O-])=O.[K+].[K+].[Br:20][CH2:21][CH2:22][CH2:23][CH2:24][CH2:25]Br, predict the reaction product. The product is: [CH3:13][O:12][C:1](=[O:11])[C:2]1[CH:10]=[CH:9][C:7]([O:8][CH2:25][CH2:24][CH2:23][CH2:22][CH2:21][Br:20])=[C:4]([O:5][CH3:6])[CH:3]=1.